This data is from Catalyst prediction with 721,799 reactions and 888 catalyst types from USPTO. The task is: Predict which catalyst facilitates the given reaction. (1) Reactant: [CH3:1][C:2]1([C:15](=[O:27])[NH:16][C:17]2[CH:22]=[CH:21][CH:20]=[C:19]([S:23](=[O:26])(=[O:25])[NH2:24])[CH:18]=2)[CH2:7][CH2:6][N:5](C(OC(C)(C)C)=O)[CH2:4][CH2:3]1.Cl. Product: [CH3:1][C:2]1([C:15]([NH:16][C:17]2[CH:22]=[CH:21][CH:20]=[C:19]([S:23](=[O:26])(=[O:25])[NH2:24])[CH:18]=2)=[O:27])[CH2:3][CH2:4][NH:5][CH2:6][CH2:7]1. The catalyst class is: 5. (2) Reactant: C([O:4][C:5]1[CH:14]=[C:13]2[C:8]([C:9]([Cl:15])=[N:10][CH:11]=[N:12]2)=[C:7]([O:16][CH:17]2[CH2:21][CH2:20][CH2:19][CH2:18]2)[CH:6]=1)(=O)C.N. Product: [Cl:15][C:9]1[C:8]2[C:13](=[CH:14][C:5]([OH:4])=[CH:6][C:7]=2[O:16][CH:17]2[CH2:21][CH2:20][CH2:19][CH2:18]2)[N:12]=[CH:11][N:10]=1. The catalyst class is: 5.